Dataset: Peptide-MHC class II binding affinity with 134,281 pairs from IEDB. Task: Regression. Given a peptide amino acid sequence and an MHC pseudo amino acid sequence, predict their binding affinity value. This is MHC class II binding data. (1) The binding affinity (normalized) is 0.681. The MHC is HLA-DQA10501-DQB10301 with pseudo-sequence HLA-DQA10501-DQB10301. The peptide sequence is AAATAGCTVYGAFAA. (2) The peptide sequence is QLVFNSISARALKAY. The MHC is H-2-IAb with pseudo-sequence H-2-IAb. The binding affinity (normalized) is 0.759. (3) The peptide sequence is IDLNVLLSAAINFFL. The MHC is HLA-DQA10102-DQB10602 with pseudo-sequence HLA-DQA10102-DQB10602. The binding affinity (normalized) is 0.139. (4) The peptide sequence is EIYKRWIILG. The MHC is DRB5_0101 with pseudo-sequence DRB5_0101. The binding affinity (normalized) is 0.230. (5) The peptide sequence is MSSKFPELGMNASHC. The MHC is DRB1_1302 with pseudo-sequence DRB1_1302. The binding affinity (normalized) is 0. (6) The MHC is HLA-DQA10102-DQB10602 with pseudo-sequence HLA-DQA10102-DQB10602. The binding affinity (normalized) is 0.248. The peptide sequence is EPIAAYHFDLSGKAF.